This data is from Full USPTO retrosynthesis dataset with 1.9M reactions from patents (1976-2016). The task is: Predict the reactants needed to synthesize the given product. (1) Given the product [O:41]=[C:25]1[CH:26]2[C:34]3[N:33]([CH:32]=[CH:31][C:30]=3[CH2:29][CH2:28][C@@H:27]2[NH:36][C:37](=[O:40])[O:38][CH3:39])[CH2:35][C@@H:23]([C:21]2[NH:22][C:18]([C:15]3[CH:14]=[CH:13][C:12]([C:7]4[CH:6]=[N:5][C:4]5[C:9](=[CH:10][CH:11]=[C:2]([B:51]6[O:52][C:53]([CH3:58])([CH3:59])[C:54]([CH3:56])([CH3:57])[O:55]6)[CH:3]=5)[N:8]=4)=[CH:17][CH:16]=3)=[CH:19][N:20]=2)[CH2:24]1, predict the reactants needed to synthesize it. The reactants are: Br[C:2]1[CH:3]=[C:4]2[C:9](=[CH:10][CH:11]=1)[N:8]=[C:7]([C:12]1[CH:17]=[CH:16][C:15]([C:18]3[NH:22][C:21]([C@@H:23]4[CH2:35][N:33]5[C:34]6[CH:26]([C@@H:27]([NH:36][C:37](=[O:40])[O:38][CH3:39])[CH2:28][CH2:29][C:30]=6[CH:31]=[CH:32]5)[C:25](=[O:41])[CH2:24]4)=[N:20][CH:19]=3)=[CH:14][CH:13]=1)[CH:6]=[N:5]2.[B:51]1([B:51]2[O:55][C:54]([CH3:57])([CH3:56])[C:53]([CH3:59])([CH3:58])[O:52]2)[O:55][C:54]([CH3:57])([CH3:56])[C:53]([CH3:59])([CH3:58])[O:52]1.C([O-])(=O)C.[K+]. (2) Given the product [CH:10]1([CH2:9][O:8][C:5]2[C:4]([F:13])=[CH:3][C:2]([C:21]([O:27][CH3:26])=[O:22])=[CH:7][N:6]=2)[CH2:12][CH2:11]1, predict the reactants needed to synthesize it. The reactants are: Br[C:2]1[CH:3]=[C:4]([F:13])[C:5]([O:8][CH2:9][CH:10]2[CH2:12][CH2:11]2)=[N:6][CH:7]=1.C(N(CC)CC)C.[CH3:21][OH:22].CN([CH:26]=[O:27])C. (3) Given the product [CH3:1][C:2]1([CH3:16])[CH2:7][C:6]([CH3:9])([CH3:8])[CH2:5][C:4]([CH2:12][C:13]([NH2:17])=[O:14])([CH:10]=[CH2:11])[CH2:3]1, predict the reactants needed to synthesize it. The reactants are: [CH3:1][C:2]1([CH3:16])[CH2:7][C:6]([CH3:9])([CH3:8])[CH2:5][C:4]([CH2:12][C:13](O)=[O:14])([CH:10]=[CH2:11])[CH2:3]1.[NH2:17]C(N)=S. (4) Given the product [OH:3][C:4]([CH3:16])([CH3:15])[C:5]([C:7]1[CH:12]=[CH:11][C:10]([S:13][CH3:14])=[CH:9][CH:8]=1)=[O:6], predict the reactants needed to synthesize it. The reactants are: C[Si](C)(C)[O:3][C:4]([CH3:16])([CH3:15])[C:5]([C:7]1[CH:12]=[CH:11][C:10]([S:13][CH3:14])=[CH:9][CH:8]=1)=[O:6].[N+](CCCC)(CCCC)(CCCC)CCCC.[F-]. (5) The reactants are: Cl[CH2:2][C:3]1[CH:4]=[CH:5][C:6]([NH:9][CH2:10][C:11]2[CH:16]=[CH:15][C:14]([Cl:17])=[C:13]([Cl:18])[CH:12]=2)=[N:7][CH:8]=1.[OH:19][C:20]1[CH:21]=[C:22]2[C:27](=[CH:28][CH:29]=1)[NH:26][C:25](=[O:30])[CH:24]=[CH:23]2.C([O-])([O-])=O.[Cs+].[Cs+]. Given the product [Cl:18][C:13]1[CH:12]=[C:11]([CH:16]=[CH:15][C:14]=1[Cl:17])[CH2:10][NH:9][C:6]1[N:7]=[CH:8][C:3]([CH2:2][O:19][C:20]2[CH:21]=[C:22]3[C:27](=[CH:28][CH:29]=2)[NH:26][C:25](=[O:30])[CH:24]=[CH:23]3)=[CH:4][CH:5]=1, predict the reactants needed to synthesize it. (6) Given the product [O:22]1[CH2:23][CH2:24][N:19]([CH2:1][C:3]2[CH:7]=[CH:6][N:5]([C:8]3[N:18]=[CH:17][CH:16]=[CH:15][C:9]=3[C:10]([O:12][CH2:13][CH3:14])=[O:11])[N:4]=2)[CH2:20][CH2:21]1, predict the reactants needed to synthesize it. The reactants are: [CH:1]([C:3]1[CH:7]=[CH:6][N:5]([C:8]2[N:18]=[CH:17][CH:16]=[CH:15][C:9]=2[C:10]([O:12][CH2:13][CH3:14])=[O:11])[N:4]=1)=O.[NH:19]1[CH2:24][CH2:23][O:22][CH2:21][CH2:20]1.C(O)(=O)C.